This data is from NCI-60 drug combinations with 297,098 pairs across 59 cell lines. The task is: Regression. Given two drug SMILES strings and cell line genomic features, predict the synergy score measuring deviation from expected non-interaction effect. (1) Drug 1: CCCS(=O)(=O)NC1=C(C(=C(C=C1)F)C(=O)C2=CNC3=C2C=C(C=N3)C4=CC=C(C=C4)Cl)F. Drug 2: C1CCC(C1)C(CC#N)N2C=C(C=N2)C3=C4C=CNC4=NC=N3. Cell line: MALME-3M. Synergy scores: CSS=41.0, Synergy_ZIP=1.01, Synergy_Bliss=-0.0451, Synergy_Loewe=-19.1, Synergy_HSA=-0.755. (2) Drug 1: CC(C1=C(C=CC(=C1Cl)F)Cl)OC2=C(N=CC(=C2)C3=CN(N=C3)C4CCNCC4)N. Drug 2: C1=NC2=C(N=C(N=C2N1C3C(C(C(O3)CO)O)F)Cl)N. Cell line: SF-295. Synergy scores: CSS=16.1, Synergy_ZIP=-4.98, Synergy_Bliss=0.525, Synergy_Loewe=-13.1, Synergy_HSA=1.07.